Dataset: Full USPTO retrosynthesis dataset with 1.9M reactions from patents (1976-2016). Task: Predict the reactants needed to synthesize the given product. Given the product [F:23][C:24]1[C:25]([C:31](=[O:32])[CH:18]([C:13]2[CH:14]=[CH:15][CH:16]=[CH:17][C:12]=2[F:11])[C:19]([O:21][CH3:22])=[O:20])=[N:26][CH:27]=[C:28]([F:30])[CH:29]=1, predict the reactants needed to synthesize it. The reactants are: C[Si](C)(C)[N-][Si](C)(C)C.[Li+].[F:11][C:12]1[CH:17]=[CH:16][CH:15]=[CH:14][C:13]=1[CH2:18][C:19]([O:21][CH3:22])=[O:20].[F:23][C:24]1[C:25]([C:31](Cl)=[O:32])=[N:26][CH:27]=[C:28]([F:30])[CH:29]=1.[Cl-].[NH4+].